Dataset: Full USPTO retrosynthesis dataset with 1.9M reactions from patents (1976-2016). Task: Predict the reactants needed to synthesize the given product. Given the product [CH3:1][C:2]1[CH:16]=[C:15]([CH2:17][N:18]2[CH2:24][CH2:23][CH2:22][CH:21]([C:25]3[CH:30]=[CH:29][CH:28]=[CH:27][CH:26]=3)[CH2:20][CH2:19]2)[CH:14]=[CH:13][C:3]=1[O:4][C:5]1[CH:12]=[CH:11][C:8]([C:9]([NH2:10])=[O:32])=[CH:7][N:6]=1, predict the reactants needed to synthesize it. The reactants are: [CH3:1][C:2]1[CH:16]=[C:15]([CH2:17][N:18]2[CH2:24][CH2:23][CH2:22][CH:21]([C:25]3[CH:30]=[CH:29][CH:28]=[CH:27][CH:26]=3)[CH2:20][CH2:19]2)[CH:14]=[CH:13][C:3]=1[O:4][C:5]1[CH:12]=[CH:11][C:8]([C:9]#[N:10])=[CH:7][N:6]=1.C(=O)([O-])[O-:32].[K+].[K+].OO.CO.